This data is from Full USPTO retrosynthesis dataset with 1.9M reactions from patents (1976-2016). The task is: Predict the reactants needed to synthesize the given product. (1) Given the product [CH:18]1([CH2:17][NH:16][C:14]([C:11]2[CH:12]=[CH:13][C:8]([C:6]3[C:5]([CH3:21])=[CH:4][CH:3]=[C:2]([NH:1][C:24](=[O:25])[C:23]([F:28])([F:27])[F:22])[CH:7]=3)=[CH:9][CH:10]=2)=[O:15])[CH2:20][CH2:19]1, predict the reactants needed to synthesize it. The reactants are: [NH2:1][C:2]1[CH:3]=[CH:4][C:5]([CH3:21])=[C:6]([C:8]2[CH:13]=[CH:12][C:11]([C:14]([NH:16][CH2:17][CH:18]3[CH2:20][CH2:19]3)=[O:15])=[CH:10][CH:9]=2)[CH:7]=1.[F:22][C:23]([F:28])([F:27])[C:24](O)=[O:25]. (2) Given the product [Br:1][C:2]1[CH:3]=[CH:4][C:5]([O:10][CH2:18][CH:19]([CH3:21])[CH3:20])=[C:6]([CH:9]=1)[CH:7]=[O:8], predict the reactants needed to synthesize it. The reactants are: [Br:1][C:2]1[CH:3]=[CH:4][C:5]([OH:10])=[C:6]([CH:9]=1)[CH:7]=[O:8].C(=O)([O-])[O-].[K+].[K+].Br[CH2:18][CH:19]([CH3:21])[CH3:20]. (3) Given the product [CH2:33]([O:32][C:30](=[O:31])[CH2:29][N:3]1[N:2]=[N:1][C:5]([C:6]2[CH:11]=[CH:10][C:9]([N:12]3[CH2:13][CH2:14][C:15]4([O:19][CH2:18][CH2:17][O:16]4)[CH2:20][CH2:21]3)=[CH:8][CH:7]=2)=[N:4]1)[CH3:34].[CH2:33]([O:32][C:30](=[O:31])[CH2:29][N:4]1[C:5]([C:6]2[CH:11]=[CH:10][C:9]([N:12]3[CH2:13][CH2:14][C:15]4([O:19][CH2:18][CH2:17][O:16]4)[CH2:20][CH2:21]3)=[CH:8][CH:7]=2)=[N:1][N:2]=[N:3]1)[CH3:34], predict the reactants needed to synthesize it. The reactants are: [NH:1]1[C:5]([C:6]2[CH:11]=[CH:10][C:9]([N:12]3[CH2:21][CH2:20][C:15]4([O:19][CH2:18][CH2:17][O:16]4)[CH2:14][CH2:13]3)=[CH:8][CH:7]=2)=[N:4][N:3]=[N:2]1.C(=O)([O-])[O-].[Cs+].[Cs+].I[CH2:29][C:30]([O:32][CH2:33][CH3:34])=[O:31]. (4) Given the product [CH3:14][C:5]1[N:4]=[N:3][C:2]([N:24]2[CH2:25][CH2:26][N:21]([C:16]3[N:15]=[CH:20][CH:19]=[CH:18][N:17]=3)[CH2:22][CH2:23]2)=[C:7]([C:8]2[CH:13]=[CH:12][CH:11]=[CH:10][CH:9]=2)[CH:6]=1, predict the reactants needed to synthesize it. The reactants are: Cl[C:2]1[N:3]=[N:4][C:5]([CH3:14])=[CH:6][C:7]=1[C:8]1[CH:13]=[CH:12][CH:11]=[CH:10][CH:9]=1.[N:15]1[CH:20]=[CH:19][CH:18]=[N:17][C:16]=1[N:21]1[CH2:26][CH2:25][NH:24][CH2:23][CH2:22]1. (5) Given the product [NH2:8][C:6]1[C:5]([CH3:9])=[CH:4][N:3]=[C:2]([NH:10][C:11]2[CH:12]=[CH:13][C:14]([O:15][CH:16]3[CH2:21][CH2:20][N:19]([C:22]([O:24][C:25]([CH3:26])([CH3:27])[CH3:28])=[O:23])[CH2:18][CH2:17]3)=[CH:29][CH:30]=2)[N:7]=1, predict the reactants needed to synthesize it. The reactants are: Cl[C:2]1[N:7]=[C:6]([NH2:8])[C:5]([CH3:9])=[CH:4][N:3]=1.[NH2:10][C:11]1[CH:30]=[CH:29][C:14]([O:15][CH:16]2[CH2:21][CH2:20][N:19]([C:22]([O:24][C:25]([CH3:28])([CH3:27])[CH3:26])=[O:23])[CH2:18][CH2:17]2)=[CH:13][CH:12]=1. (6) Given the product [F:17][C:14]([F:15])([F:16])[C:6]1[CH:7]=[C:8]2[C:13](=[C:4]([NH2:1])[CH:5]=1)[N:12]=[CH:11][CH:10]=[CH:9]2, predict the reactants needed to synthesize it. The reactants are: [N+:1]([C:4]1[CH:5]=[C:6]([C:14]([F:17])([F:16])[F:15])[CH:7]=[C:8]2[C:13]=1[N:12]=[CH:11][CH:10]=[CH:9]2)([O-])=O.O.O.[Sn](Cl)Cl.[OH-].[Na+].